Task: Predict the reaction yield, written as a fraction of the theoretical maximum amount of product (1.0 means a 100% yield; for example, 0.34 means a 34% yield).. Dataset: Reaction yield outcomes from USPTO patents with 853,638 reactions (1) The reactants are [CH3:1][C:2]([C:7]1[NH:8][C:9]2[C:14]([CH:15]=1)=[CH:13][C:12]([N+:16]([O-:18])=[O:17])=[CH:11][CH:10]=2)([CH3:6])[C:3](O)=[O:4].C(Cl)CCl.C1C=CC2N(O)N=[N:29]C=2C=1.[Cl-].[NH4+]. The catalyst is C(#N)C.CCN(CC)CC.O. The product is [CH3:1][C:2]([C:7]1[NH:8][C:9]2[C:14]([CH:15]=1)=[CH:13][C:12]([N+:16]([O-:18])=[O:17])=[CH:11][CH:10]=2)([CH3:6])[C:3]([NH2:29])=[O:4]. The yield is 0.990. (2) The reactants are [CH2:1]([C:3]1[NH:4][C:5](=[O:27])[C:6]([CH2:12][C:13]2[CH:18]=[CH:17][C:16]([C:19]3[C:20]([C:25]#[N:26])=[CH:21][CH:22]=[CH:23][CH:24]=3)=[CH:15][CH:14]=2)=[C:7]([CH2:9][CH2:10][CH3:11])[N:8]=1)[CH3:2].[F:28][C:29]1[CH:30]=[C:31](B(O)O)[CH:32]=[CH:33][C:34]=1[O:35][CH:36]([CH3:38])[CH3:37].C(N(CC)CC)C.N1C=CC=CC=1. The catalyst is ClCCl.C(OCC)(=O)C.C([O-])(=O)C.[Cu+2].C([O-])(=O)C. The product is [CH2:1]([C:3]1[N:4]([C:31]2[CH:32]=[CH:33][C:34]([O:35][CH:36]([CH3:37])[CH3:38])=[C:29]([F:28])[CH:30]=2)[C:5](=[O:27])[C:6]([CH2:12][C:13]2[CH:18]=[CH:17][C:16]([C:19]3[C:20]([C:25]#[N:26])=[CH:21][CH:22]=[CH:23][CH:24]=3)=[CH:15][CH:14]=2)=[C:7]([CH2:9][CH2:10][CH3:11])[N:8]=1)[CH3:2]. The yield is 0.610.